From a dataset of Full USPTO retrosynthesis dataset with 1.9M reactions from patents (1976-2016). Predict the reactants needed to synthesize the given product. (1) Given the product [C:1]1([C:12]2[CH:13]=[CH:14][C:9]([NH2:8])=[CH:10][CH:11]=2)[CH2:6][CH2:5][CH2:4][CH2:3][CH:2]=1.[NH2:8][C:9]1[CH:14]=[CH:13][CH:12]=[CH:11][CH:10]=1, predict the reactants needed to synthesize it. The reactants are: [C:1]1(=O)[CH2:6][CH2:5][CH2:4][CH2:3][CH2:2]1.[NH2:8][C:9]1[CH:14]=[CH:13][CH:12]=[CH:11][CH:10]=1.C(O)C.[OH-].[Na+]. (2) Given the product [N:12]1[CH:13]=[CH:14][CH:15]=[C:10]([NH:9][C:8]([N:20]2[CH2:21][CH2:22][N:17]([CH2:23][C:24]3[CH:25]=[N:26][C:27]4[C:32]([CH:33]=3)=[CH:31][CH:30]=[CH:29][CH:28]=4)[CH2:18][CH2:19]2)=[O:16])[CH:11]=1, predict the reactants needed to synthesize it. The reactants are: C1(O[C:8](=[O:16])[NH:9][C:10]2[CH:11]=[N:12][CH:13]=[CH:14][CH:15]=2)C=CC=CC=1.[N:17]1([CH2:23][C:24]2[CH:25]=[N:26][C:27]3[C:32]([CH:33]=2)=[CH:31][CH:30]=[CH:29][CH:28]=3)[CH2:22][CH2:21][NH:20][CH2:19][CH2:18]1. (3) Given the product [CH:12]([C:9]1[CH:10]=[CH:11][C:6]([CH:2]2[C:17]3[C:16]([CH3:15])=[CH:21][C:20]([CH3:22])=[CH:19][C:18]=3[O:5][C:3]2=[O:4])=[CH:7][CH:8]=1)([CH3:14])[CH3:13], predict the reactants needed to synthesize it. The reactants are: O[CH:2]([C:6]1[CH:11]=[CH:10][C:9]([CH:12]([CH3:14])[CH3:13])=[CH:8][CH:7]=1)[C:3]([OH:5])=[O:4].[CH3:15][C:16]1[CH:17]=[C:18](O)[CH:19]=[C:20]([CH3:22])[CH:21]=1. (4) Given the product [Cl:1][C:2]1[CH:7]=[CH:6][C:5]([S:8][CH2:16][CH2:17][CH2:18][NH:19][C:20](=[O:21])[O:22][C:23]([CH3:26])([CH3:25])[CH3:24])=[CH:4][CH:3]=1, predict the reactants needed to synthesize it. The reactants are: [Cl:1][C:2]1[CH:7]=[CH:6][C:5]([SH:8])=[CH:4][CH:3]=1.[H-].[Na+].CS(O[CH2:16][CH2:17][CH2:18][NH:19][C:20]([O:22][C:23]([CH3:26])([CH3:25])[CH3:24])=[O:21])(=O)=O. (5) Given the product [OH:75][C:72]1[CH:73]=[CH:74][C:69]2[C:68]3([C:58]4[C:59](=[CH:60][C:61]([NH:62][C:63](=[S:64])[N:44]([CH2:45][C:46]5[CH:51]=[CH:50][CH:49]=[C:48]([Sn:52]([CH3:55])([CH3:54])[CH3:53])[CH:47]=5)[CH2:43][CH2:42][CH2:41][O:40][CH2:39][CH2:38][O:37][CH2:36][CH2:35][O:34][CH2:33][CH2:32][O:31][CH2:30][CH2:29][O:28][CH2:27][CH2:26][CH2:25][NH:24][C:17]5[CH:16]=[C:15]([N:5]6[C:6]7[CH2:7][C:8]([CH3:14])([CH3:13])[CH2:9][C:10](=[O:12])[C:11]=7[C:3]([CH3:2])=[N:4]6)[CH:23]=[CH:22][C:18]=5[C:19]([NH2:21])=[O:20])=[CH:56][CH:57]=4)[C:65](=[O:66])[O:67]3)[C:78]3[C:77]([O:76][C:70]=2[CH:71]=1)=[CH:82][C:81]([OH:83])=[CH:80][CH:79]=3, predict the reactants needed to synthesize it. The reactants are: [Sn].[CH3:2][C:3]1[C:11]2[C:10](=[O:12])[CH2:9][C:8]([CH3:14])([CH3:13])[CH2:7][C:6]=2[N:5]([C:15]2[CH:23]=[CH:22][C:18]([C:19]([NH2:21])=[O:20])=[C:17]([NH:24][CH2:25][CH2:26][CH2:27][O:28][CH2:29][CH2:30][O:31][CH2:32][CH2:33][O:34][CH2:35][CH2:36][O:37][CH2:38][CH2:39][O:40][CH2:41][CH2:42][CH2:43][NH:44][CH2:45][C:46]3[CH:51]=[CH:50][CH:49]=[C:48]([Sn:52]([CH3:55])([CH3:54])[CH3:53])[CH:47]=3)[CH:16]=2)[N:4]=1.[CH:56]1[C:61]([N:62]=[C:63]=[S:64])=[CH:60][C:59]2[C:65]([O:67][C:68]3([C:78]4[CH:79]=[CH:80][C:81]([OH:83])=[CH:82][C:77]=4[O:76][C:70]4[CH:71]=[C:72]([OH:75])[CH:73]=[CH:74][C:69]3=4)[C:58]=2[CH:57]=1)=[O:66].CCN(C(C)C)C(C)C. (6) Given the product [F:1][C:2]1[CH:3]=[C:4]([C:9]2([OH:14])[CH2:13][CH2:12][N:11]([CH2:22][CH2:23][CH3:24])[CH2:10]2)[CH:5]=[C:6]([F:8])[CH:7]=1, predict the reactants needed to synthesize it. The reactants are: [F:1][C:2]1[CH:3]=[C:4]([C:9]2([OH:14])[CH2:13][CH2:12][NH:11][CH2:10]2)[CH:5]=[C:6]([F:8])[CH:7]=1.C(=O)([O-])[O-].[Na+].[Na+].I[CH2:22][CH2:23][CH3:24].C(O)(=O)/C=C/C(O)=O. (7) Given the product [F:13][C:2]([F:12])([F:1])[C:3]1[C:4]2[CH2:11][O:10][CH2:9][CH2:8][C:5]=2[N:6]([C:15]2[CH:23]=[CH:22][C:18]([C:19]([OH:21])=[O:20])=[CH:17][CH:16]=2)[N:7]=1, predict the reactants needed to synthesize it. The reactants are: [F:1][C:2]([F:13])([F:12])[C:3]1[C:4]2[CH2:11][O:10][CH2:9][CH2:8][C:5]=2[NH:6][N:7]=1.I[C:15]1[CH:23]=[CH:22][C:18]([C:19]([OH:21])=[O:20])=[CH:17][CH:16]=1.CN(C)CC(O)=O.C(=O)([O-])[O-].[K+].[K+].